From a dataset of Full USPTO retrosynthesis dataset with 1.9M reactions from patents (1976-2016). Predict the reactants needed to synthesize the given product. Given the product [OH:7][CH2:8][CH2:9][O:10][C:11]1[CH:12]=[CH:13][C:14]([N:17]2[CH:21]=[CH:20][C:19]([CH:22]([C:24]3[CH:41]=[CH:40][C:27]4[NH:28][C:29](=[O:31])[S:30][C:26]=4[CH:25]=3)[CH3:23])=[N:18]2)=[N:15][CH:16]=1, predict the reactants needed to synthesize it. The reactants are: O1CCCCC1[O:7][CH2:8][CH2:9][O:10][C:11]1[CH:12]=[CH:13][C:14]([N:17]2[CH:21]=[CH:20][C:19]([CH:22]([C:24]3[CH:41]=[CH:40][C:27]4[N:28](COCC[Si](C)(C)C)[C:29](=[O:31])[S:30][C:26]=4[CH:25]=3)[CH3:23])=[N:18]2)=[N:15][CH:16]=1.FC(F)(F)C(O)=O.[OH-].[Na+].[Cl-].[NH4+].CC1CCCO1.